This data is from Forward reaction prediction with 1.9M reactions from USPTO patents (1976-2016). The task is: Predict the product of the given reaction. (1) Given the reactants [H-].[Na+].[N:3]1[CH:8]=[CH:7][CH:6]=[CH:5][C:4]=1[CH2:9][C:10]#[N:11].Br[CH2:13][CH2:14][CH2:15][CH2:16]Br, predict the reaction product. The product is: [N:3]1[CH:8]=[CH:7][CH:6]=[CH:5][C:4]=1[C:9]1([C:10]#[N:11])[CH2:16][CH2:15][CH2:14][CH2:13]1. (2) The product is: [N:26]1[CH:27]=[CH:28][CH:29]=[C:24]([C:23]2[O:1][N:2]=[C:3]([C:5]3[CH:13]=[CH:12][C:11]4[NH:10][C:9]5[CH:14]([CH2:17][C:18]([O:20][CH2:21][CH3:22])=[O:19])[CH2:15][CH2:16][C:8]=5[C:7]=4[CH:6]=3)[N:4]=2)[CH:25]=1. Given the reactants [OH:1][NH:2][C:3]([C:5]1[CH:13]=[CH:12][C:11]2[NH:10][C:9]3[CH:14]([CH2:17][C:18]([O:20][CH2:21][CH3:22])=[O:19])[CH2:15][CH2:16][C:8]=3[C:7]=2[CH:6]=1)=[NH:4].[C:23](O)(=O)[C:24]1[CH:29]=[CH:28][CH:27]=[N:26][CH:25]=1, predict the reaction product. (3) Given the reactants [C:1]([C:3]1[CH:10]=[CH:9][C:6]([CH2:7]Br)=[CH:5][CH:4]=1)#[N:2].[P:11]([O:18]CC)([O:15][CH2:16][CH3:17])[O:12][CH2:13][CH3:14], predict the reaction product. The product is: [CH2:13]([O:12][P:11]([CH2:7][C:6]1[CH:9]=[CH:10][C:3]([C:1]#[N:2])=[CH:4][CH:5]=1)(=[O:18])[O:15][CH2:16][CH3:17])[CH3:14].